This data is from Full USPTO retrosynthesis dataset with 1.9M reactions from patents (1976-2016). The task is: Predict the reactants needed to synthesize the given product. (1) Given the product [Cl:19][C:20]1[CH:25]=[CH:24][C:23]([C:26]#[CH:27])=[CH:22][N:21]=1, predict the reactants needed to synthesize it. The reactants are: CCCC[N+](CCCC)(CCCC)CCCC.[F-].[Cl:19][C:20]1[CH:25]=[CH:24][C:23]([C:26]#[C:27][Si](C)(C)C)=[CH:22][N:21]=1. (2) Given the product [CH2:25]([O:32][C:33]([C@H:35]1[CH2:39][CH2:38][CH2:37][N:36]1[CH2:16][C:13]1[S:12][C:11]([NH:10][C:8]([N:7]([CH:1]2[CH2:6][CH2:5][CH2:4][CH2:3][CH2:2]2)[CH:18]2[CH2:19][CH2:20][CH2:21][CH2:22][CH2:23]2)=[O:9])=[N:15][CH:14]=1)=[O:34])[C:26]1[CH:27]=[CH:28][CH:29]=[CH:30][CH:31]=1, predict the reactants needed to synthesize it. The reactants are: [CH:1]1([N:7]([CH:18]2[CH2:23][CH2:22][CH2:21][CH2:20][CH2:19]2)[C:8]([NH:10][C:11]2[S:12][C:13]([CH:16]=O)=[CH:14][N:15]=2)=[O:9])[CH2:6][CH2:5][CH2:4][CH2:3][CH2:2]1.Cl.[CH2:25]([O:32][C:33]([C@H:35]1[CH2:39][CH2:38][CH2:37][NH:36]1)=[O:34])[C:26]1[CH:31]=[CH:30][CH:29]=[CH:28][CH:27]=1.C(O[BH-](OC(=O)C)OC(=O)C)(=O)C.[Na+]. (3) Given the product [CH:1]1([CH2:4][O:5][C:6]2[C:7]([CH3:18])=[CH:8][C:9]([CH:12]=[O:13])=[N:10][CH:11]=2)[CH2:2][CH2:3]1, predict the reactants needed to synthesize it. The reactants are: [CH:1]1([CH2:4][O:5][C:6]2[C:7]([CH3:18])=[CH:8][C:9]([C:12](N(OC)C)=[O:13])=[N:10][CH:11]=2)[CH2:3][CH2:2]1.[H-].[Al+3].[Li+].[H-].[H-].[H-]. (4) Given the product [F:26][CH:24]([F:25])[O:23][C:9]1[CH:10]=[C:11]2[C:6](=[CH:7][CH:8]=1)[C:5](=[O:27])[NH:4][C:13]([C:14]#[N:15])=[C:12]2[C:16]1[CH:21]=[CH:20][CH:19]=[C:18]([F:22])[CH:17]=1, predict the reactants needed to synthesize it. The reactants are: C([N:4]1[C:13]([C:14]#[N:15])=[C:12]([C:16]2[CH:21]=[CH:20][CH:19]=[C:18]([F:22])[CH:17]=2)[C:11]2[C:6](=[CH:7][CH:8]=[C:9]([O:23][CH:24]([F:26])[F:25])[CH:10]=2)[C:5]1=[O:27])C=C.C(N(CC)CC)C.C(O)=O. (5) Given the product [C:41]1([CH:27]([NH:28][C:29]2[CH:30]=[CH:31][C:32]([C:33](=[O:34])[NH:35][CH2:36][CH2:37][CH3:38])=[CH:39][CH:40]=2)[CH2:26][N:9]2[CH2:13][CH2:12][CH:11]([O:14][C:15](=[O:22])[C:16]3[CH:17]=[CH:18][CH:19]=[CH:20][CH:21]=3)[CH2:10]2)[CH:42]=[CH:43][CH:44]=[CH:45][CH:46]=1, predict the reactants needed to synthesize it. The reactants are: C(N(CC)CC)C.Cl.[NH:9]1[CH2:13][CH2:12][CH:11]([O:14][C:15](=[O:22])[C:16]2[CH:21]=[CH:20][CH:19]=[CH:18][CH:17]=2)[CH2:10]1.O=S1(=O)[N:28]([C:29]2[CH:40]=[CH:39][C:32]([C:33]([NH:35][CH2:36][CH2:37][CH3:38])=[O:34])=[CH:31][CH:30]=2)[CH:27]([C:41]2[CH:46]=[CH:45][CH:44]=[CH:43][CH:42]=2)[CH2:26]O1. (6) The reactants are: [CH3:1][O:2][C:3]([C:5]1[CH:6]=[C:7]2[C:11](=[CH:12][CH:13]=1)[NH:10][N:9]=[C:8]2[C:14]([OH:16])=O)=[O:4].C1N(P(Cl)(N2C(=O)OCC2)=O)C(=O)OC1.Cl.[CH:33]([N:36]1[CH2:41][CH2:40][CH:39]([NH2:42])[CH2:38][CH2:37]1)([CH3:35])[CH3:34].O. Given the product [CH3:1][O:2][C:3]([C:5]1[CH:6]=[C:7]2[C:11](=[CH:12][CH:13]=1)[NH:10][N:9]=[C:8]2[C:14](=[O:16])[NH:42][CH:39]1[CH2:40][CH2:41][N:36]([CH:33]([CH3:35])[CH3:34])[CH2:37][CH2:38]1)=[O:4], predict the reactants needed to synthesize it.